Predict the product of the given reaction. From a dataset of Forward reaction prediction with 1.9M reactions from USPTO patents (1976-2016). (1) Given the reactants [CH3:1][O:2][C:3](=[O:25])[CH2:4][C@H:5]1[CH2:10][CH2:9][C@H:8]([C:11]2[CH:16]=[CH:15][C:14]([NH:17][CH2:18][CH2:19][C:20]([O:22][CH2:23][CH3:24])=[O:21])=[CH:13][CH:12]=2)[CH2:7][CH2:6]1.[C:26]([CH2:28][C:29](O)=[O:30])#[N:27].CN(C=O)C.C(N=C=NC(C)C)(C)C, predict the reaction product. The product is: [C:26]([CH2:28][C:29]([N:17]([C:14]1[CH:13]=[CH:12][C:11]([C@H:8]2[CH2:7][CH2:6][C@H:5]([CH2:4][C:3]([O:2][CH3:1])=[O:25])[CH2:10][CH2:9]2)=[CH:16][CH:15]=1)[CH2:18][CH2:19][C:20]([O:22][CH2:23][CH3:24])=[O:21])=[O:30])#[N:27]. (2) Given the reactants C(O)(C(F)(F)F)=O.[CH2:8]([O:15][N:16]1[C:22](=[O:23])[N:21]2[CH2:24][C@H:17]1[CH2:18][CH2:19][C@H:20]2[C:25]1[O:29][N:28]=[C:27]([CH:30]2[CH2:35][CH2:34][N:33](C(OC(C)(C)C)=O)[CH2:32][CH2:31]2)[N:26]=1)[C:9]1[CH:14]=[CH:13][CH:12]=[CH:11][CH:10]=1, predict the reaction product. The product is: [CH2:8]([O:15][N:16]1[C:22](=[O:23])[N:21]2[CH2:24][C@H:17]1[CH2:18][CH2:19][C@H:20]2[C:25]1[O:29][N:28]=[C:27]([CH:30]2[CH2:35][CH2:34][NH:33][CH2:32][CH2:31]2)[N:26]=1)[C:9]1[CH:10]=[CH:11][CH:12]=[CH:13][CH:14]=1. (3) Given the reactants F[C:2]1[CH:7]=[CH:6][C:5]([N+:8]([O-:10])=[O:9])=[CH:4][CH:3]=1.[C:11]([O:15][C:16](=[O:20])[C@H:17]([CH3:19])[NH2:18])([CH3:14])([CH3:13])[CH3:12].CCN(CC)CC.CN1CCCC1=O, predict the reaction product. The product is: [N+:8]([C:5]1[CH:6]=[CH:7][C:2]([NH:18][CH:17]([CH3:19])[C:16]([O:15][C:11]([CH3:14])([CH3:13])[CH3:12])=[O:20])=[CH:3][CH:4]=1)([O-:10])=[O:9]. (4) Given the reactants [Na].[NH2:2][C:3]([NH2:5])=[S:4].[C:6]([CH2:11][C:12](OCC)=[O:13])(=O)[CH2:7][CH2:8][CH3:9], predict the reaction product. The product is: [SH:4][C:3]1[N:5]=[C:12]([OH:13])[CH:11]=[C:6]([CH2:7][CH2:8][CH3:9])[N:2]=1. (5) Given the reactants [N+:1]([C:4]1[CH:5]=[C:6]([CH:14]=[C:15]([C:17]([F:20])([F:19])[F:18])[CH:16]=1)[O:7][CH2:8][CH:9]1[CH2:13][CH2:12][CH2:11][NH:10]1)([O-:3])=[O:2].C=O.[BH3-][C:24]#N.[Na+], predict the reaction product. The product is: [CH3:24][N:10]1[CH2:11][CH2:12][CH2:13][CH:9]1[CH2:8][O:7][C:6]1[CH:14]=[C:15]([C:17]([F:20])([F:18])[F:19])[CH:16]=[C:4]([N+:1]([O-:3])=[O:2])[CH:5]=1.